Dataset: Forward reaction prediction with 1.9M reactions from USPTO patents (1976-2016). Task: Predict the product of the given reaction. (1) Given the reactants CN1CCOCC1.[CH:8]1([CH2:13][C@H:14]([CH2:35][N:36]([CH:45]=[O:46])[O:37][CH2:38][C:39]2[CH:44]=[CH:43][CH:42]=[CH:41][CH:40]=2)[C:15]([N:17]2[C@H:21]([C:22]([OH:24])=O)[CH2:20][CH2:19][N:18]2[C:25]([O:27][CH2:28][C:29]2[CH:34]=[CH:33][CH:32]=[CH:31][CH:30]=2)=[O:26])=[O:16])[CH2:12][CH2:11][CH2:10][CH2:9]1.COC1N=C(OC)N=C([N+]2(C)CCOCC2)N=1.[CH3:64][N:65]([CH3:78])[C@H:66]1[CH2:70][CH2:69][N:68]([C:71]2[N:76]=[C:75]([NH2:77])[CH:74]=[CH:73][N:72]=2)[CH2:67]1, predict the reaction product. The product is: [CH:8]1([CH2:13][C@H:14]([CH2:35][N:36]([CH:45]=[O:46])[O:37][CH2:38][C:39]2[CH:40]=[CH:41][CH:42]=[CH:43][CH:44]=2)[C:15]([N:17]2[C@H:21]([C:22]([NH:77][C:75]3[CH:74]=[CH:73][N:72]=[C:71]([N:68]4[CH2:69][CH2:70][C@H:66]([N:65]([CH3:78])[CH3:64])[CH2:67]4)[N:76]=3)=[O:24])[CH2:20][CH2:19][N:18]2[C:25]([O:27][CH2:28][C:29]2[CH:34]=[CH:33][CH:32]=[CH:31][CH:30]=2)=[O:26])=[O:16])[CH2:12][CH2:11][CH2:10][CH2:9]1. (2) Given the reactants [C:1]([C:4]1[C:5](=[O:21])[NH:6][C:7]2[C:12]([C:13]=1[C:14]1[CH:19]=[CH:18][CH:17]=[CH:16][CH:15]=1)=[CH:11][C:10]([Cl:20])=[CH:9][CH:8]=2)(=[O:3])[CH3:2].[CH3:22][O:23][C:24]1[CH:25]=[C:26]([CH:29]=[CH:30][C:31]=1[O:32][CH3:33])[CH:27]=O.[OH-].[Na+], predict the reaction product. The product is: [Cl:20][C:10]1[CH:11]=[C:12]2[C:7](=[CH:8][CH:9]=1)[NH:6][C:5](=[O:21])[C:4]([C:1](=[O:3])[CH:2]=[CH:27][C:26]1[CH:29]=[CH:30][C:31]([O:32][CH3:33])=[C:24]([O:23][CH3:22])[CH:25]=1)=[C:13]2[C:14]1[CH:15]=[CH:16][CH:17]=[CH:18][CH:19]=1. (3) Given the reactants [O-2].[Zn+2:2].[CH2:3]([C:17]([OH:19])=[O:18])[CH2:4][CH2:5][CH2:6][CH2:7][CH2:8][CH2:9][CH2:10][CH2:11][CH2:12][CH2:13][CH2:14][CH2:15][CH3:16], predict the reaction product. The product is: [CH2:3]([C:17]([O-:19])=[O:18])[CH2:4][CH2:5][CH2:6][CH2:7][CH2:8][CH2:9][CH2:10][CH2:11][CH2:12][CH2:13][CH2:14][CH2:15][CH3:16].[Zn+2:2].[CH2:3]([C:17]([O-:19])=[O:18])[CH2:4][CH2:5][CH2:6][CH2:7][CH2:8][CH2:9][CH2:10][CH2:11][CH2:12][CH2:13][CH2:14][CH2:15][CH3:16]. (4) The product is: [F:48][C:2]1[CH:29]=[CH:28][C:5]([O:6][CH:7]2[CH2:10][N:9]([CH2:11][CH2:12][C@H:13]([NH:16][C:17]([NH:19][C:20]3[N:21]([CH3:27])[N:22]=[C:23]([CH2:25][CH3:26])[CH:24]=3)=[O:18])[CH2:14][OH:15])[CH2:8]2)=[CH:4][CH:3]=1. Given the reactants Cl[C:2]1[CH:29]=[CH:28][C:5]([O:6][CH:7]2[CH2:10][N:9]([CH2:11][CH2:12][C@H:13]([NH:16][C:17]([NH:19][C:20]3[N:21]([CH3:27])[N:22]=[C:23]([CH2:25][CH3:26])[CH:24]=3)=[O:18])[CH2:14][OH:15])[CH2:8]2)=[CH:4][CH:3]=1.Cl.N[C@@H](CCN1CC(OC2C=CC([F:48])=CC=2)C1)CO, predict the reaction product. (5) Given the reactants [CH3:1][C:2]1([CH3:24])[C@@H:7]([NH:8][C@H](C2C=CC=CC=2)C)[CH2:6][CH2:5][N:4]([C:17]([O:19][C:20]([CH3:23])([CH3:22])[CH3:21])=[O:18])[CH2:3]1, predict the reaction product. The product is: [NH2:8][C@H:7]1[CH2:6][CH2:5][N:4]([C:17]([O:19][C:20]([CH3:23])([CH3:22])[CH3:21])=[O:18])[CH2:3][C:2]1([CH3:24])[CH3:1]. (6) Given the reactants Cl.[OH:2][C:3]([CH3:20])([CH3:19])[CH2:4][N:5]1[CH:9]=[CH:8][C:7]([NH:10][C:11](=[O:18])[C@@H:12]([NH2:17])[CH2:13][CH:14]([CH3:16])[CH3:15])=[N:6]1.C(N(CC)C(C)C)(C)C.CC1(C)O[C@H](CN2C=CC(NC(=O)[C@@H](N3[CH2:53][C:52]([O:54][C:55]4[C:60]([F:61])=[CH:59][CH:58]=[C:57]([O:62][CH2:63][CH3:64])[C:56]=4[F:65])=[CH:51][C:50]3=[O:66])CC(C)C)=N2)CO1, predict the reaction product. The product is: [OH:2][C:3]([CH3:20])([CH3:19])[CH2:4][N:5]1[CH:9]=[CH:8][C:7]([NH:10][C:11](=[O:18])[C@@H:12]([N:17]2[CH2:53][C:52]([O:54][C:55]3[C:60]([F:61])=[CH:59][CH:58]=[C:57]([O:62][CH2:63][CH3:64])[C:56]=3[F:65])=[CH:51][C:50]2=[O:66])[CH2:13][CH:14]([CH3:15])[CH3:16])=[N:6]1. (7) Given the reactants [O:1]=[S:2]1(=[O:45])[CH2:7][CH:6]=[C:5]([C:8]2[CH:13]=[CH:12][C:11]([N:14]3[CH2:18][C@H:17]([CH2:19][N:20]4[CH:24]=[C:23]([CH2:25]OP(OC5C=CC=CC=5)(OC5C=CC=CC=5)=O)[N:22]=[N:21]4)[O:16][C:15]3=[O:43])=[CH:10][C:9]=2[F:44])[CH2:4][CH2:3]1.[SH:46][C:47]1[NH:48][CH:49]=[CH:50][N:51]=1.[H-].[Na+], predict the reaction product. The product is: [O:45]=[S:2]1(=[O:1])[CH2:7][CH:6]=[C:5]([C:8]2[CH:13]=[CH:12][C:11]([N:14]3[CH2:18][C@H:17]([CH2:19][N:20]4[CH:24]=[C:23]([CH2:25][S:46][C:47]5[NH:48][CH:49]=[CH:50][N:51]=5)[N:22]=[N:21]4)[O:16][C:15]3=[O:43])=[CH:10][C:9]=2[F:44])[CH2:4][CH2:3]1. (8) Given the reactants [NH:1](C(OCC1C2C(=CC=CC=2)C2C1=CC=CC=2)=O)[C@H:2]([C:9]([NH:11][C:12]1[CH:21]=[C:20]2[C:15]([C:16]([CH3:23])=[CH:17][C:18](=[O:22])[O:19]2)=[CH:14][CH:13]=1)=[O:10])[CH2:3][O:4][C:5]([CH3:8])([CH3:7])[CH3:6].C(S)CCCCCCC.C1CCN2C(=NCCC2)CC1, predict the reaction product. The product is: [NH2:1][C@H:2]([C:9]([NH:11][C:12]1[CH:21]=[C:20]2[C:15]([C:16]([CH3:23])=[CH:17][C:18](=[O:22])[O:19]2)=[CH:14][CH:13]=1)=[O:10])[CH2:3][O:4][C:5]([CH3:6])([CH3:7])[CH3:8].